From a dataset of Catalyst prediction with 721,799 reactions and 888 catalyst types from USPTO. Predict which catalyst facilitates the given reaction. (1) Reactant: Cl[C:2]1[N:7]=[C:6]([NH:8][C:9]2[CH:10]=[N:11][C:12]([O:15][CH3:16])=[CH:13][CH:14]=2)[C:5]([I:17])=[CH:4][N:3]=1.[NH:18]1[CH2:23][CH2:22][O:21][CH2:20][CH2:19]1.C(O)C. Product: [I:17][C:5]1[C:6]([NH:8][C:9]2[CH:10]=[N:11][C:12]([O:15][CH3:16])=[CH:13][CH:14]=2)=[N:7][C:2]([N:18]2[CH2:23][CH2:22][O:21][CH2:20][CH2:19]2)=[N:3][CH:4]=1. The catalyst class is: 6. (2) Reactant: [O:1]1[C:5]2=[C:6]([NH2:10])[N:7]=[CH:8][CH:9]=[C:4]2[CH:3]=[CH:2]1.C1C(=O)N([I:18])C(=O)C1. Product: [I:18][C:9]1[CH:8]=[N:7][C:6]([NH2:10])=[C:5]2[O:1][CH:2]=[CH:3][C:4]=12. The catalyst class is: 10. (3) Reactant: [CH3:1][N:2]([CH3:34])[C:3]1[CH:4]=[C:5]2[C:10](=[CH:11][CH:12]=1)[N:9]([C:13]1[C:14]([C:27]3[CH:32]=[CH:31][C:30]([F:33])=[CH:29][CH:28]=3)=[N:15][C:16]3[C:21]([N:22]=1)=[CH:20][C:19]([C:23]([O:25]C)=[O:24])=[CH:18][CH:17]=3)[CH2:8][CH2:7][CH2:6]2.[OH-].[Na+].CC(O)=O. Product: [CH3:1][N:2]([CH3:34])[C:3]1[CH:4]=[C:5]2[C:10](=[CH:11][CH:12]=1)[N:9]([C:13]1[C:14]([C:27]3[CH:28]=[CH:29][C:30]([F:33])=[CH:31][CH:32]=3)=[N:15][C:16]3[C:21]([N:22]=1)=[CH:20][C:19]([C:23]([OH:25])=[O:24])=[CH:18][CH:17]=3)[CH2:8][CH2:7][CH2:6]2. The catalyst class is: 24. (4) Reactant: [CH3:1][NH:2][C:3]([C:5]1[C:13]2[C:8](=[CH:9][C:10]([NH:14][C:15]3[CH:23]=[CH:22][CH:21]=[CH:20][C:16]=3[C:17](O)=[O:18])=[CH:11][CH:12]=2)[N:7]([CH:24]2[CH2:29][CH2:28][CH2:27][CH2:26][O:25]2)[N:6]=1)=[O:4].[CH2:30]([NH2:33])[C:31]#[CH:32].CN(C(ON1N=NC2C=CC=NC1=2)=[N+](C)C)C.F[P-](F)(F)(F)(F)F. Product: [CH3:1][NH:2][C:3]([C:5]1[C:13]2[C:8](=[CH:9][C:10]([NH:14][C:15]3[CH:23]=[CH:22][CH:21]=[CH:20][C:16]=3[C:17](=[O:18])[NH:33][CH2:30][C:31]#[CH:32])=[CH:11][CH:12]=2)[N:7]([CH:24]2[CH2:29][CH2:28][CH2:27][CH2:26][O:25]2)[N:6]=1)=[O:4]. The catalyst class is: 173. (5) Reactant: [C:1]([O:5][C:6]([N:8]([C:16]1[CH:17]=[N:18][CH:19]=[CH:20][C:21]=1[N:22]1[CH2:27][C@H:26]([CH3:28])[C@@H:25]([O:29][Si](C(C)(C)C)(C)C)[C@H:24]([NH:37][C:38]([O:40][C:41]([CH3:44])([CH3:43])[CH3:42])=[O:39])[CH2:23]1)[C:9](=[O:15])[O:10][C:11]([CH3:14])([CH3:13])[CH3:12])=[O:7])([CH3:4])([CH3:3])[CH3:2].CCCC[N+](CCCC)(CCCC)CCCC.[F-]. Product: [C:1]([O:5][C:6]([N:8]([C:16]1[CH:17]=[N:18][CH:19]=[CH:20][C:21]=1[N:22]1[CH2:27][C@H:26]([CH3:28])[C@@H:25]([OH:29])[C@H:24]([NH:37][C:38]([O:40][C:41]([CH3:42])([CH3:44])[CH3:43])=[O:39])[CH2:23]1)[C:9](=[O:15])[O:10][C:11]([CH3:14])([CH3:13])[CH3:12])=[O:7])([CH3:2])([CH3:3])[CH3:4]. The catalyst class is: 387. (6) Reactant: [CH3:1][C:2]([N:8]1[CH:12]=[C:11]([C:13]2[CH:14]=[N:15][CH:16]=[CH:17][CH:18]=2)[N:10]=[CH:9]1)([CH3:7])[CH2:3][CH2:4][CH2:5]O.N(C(OCC)=O)=NC(OCC)=O.C1(P(C2C=CC=CC=2)C2C=CC=CC=2)C=CC=CC=1.[C:50]1(=[O:60])[NH:54][C:53](=[O:55])[C:52]2=[CH:56][CH:57]=[CH:58][CH:59]=[C:51]12. Product: [CH3:1][C:2]([N:8]1[CH:12]=[C:11]([C:13]2[CH:14]=[N:15][CH:16]=[CH:17][CH:18]=2)[N:10]=[CH:9]1)([CH3:7])[CH2:3][CH2:4][CH2:5][N:54]1[C:50](=[O:60])[C:51]2[C:52](=[CH:56][CH:57]=[CH:58][CH:59]=2)[C:53]1=[O:55]. The catalyst class is: 1. (7) Reactant: [CH2:1](C([Sn])=C(CCCC)CCCC)[CH2:2]CC.[CH3:16][C:17]([NH:28][C:29](=[O:38])[C:30]1[C:35]([F:36])=[CH:34][CH:33]=[CH:32][C:31]=1[F:37])([CH3:27])[C:18](=[O:26])[C:19]1[CH:24]=[CH:23][C:22](Br)=[CH:21][CH:20]=1. Product: [CH3:16][C:17]([NH:28][C:29](=[O:38])[C:30]1[C:35]([F:36])=[CH:34][CH:33]=[CH:32][C:31]=1[F:37])([CH3:27])[C:18](=[O:26])[C:19]1[CH:24]=[CH:23][C:22]([CH:1]=[CH2:2])=[CH:21][CH:20]=1. The catalyst class is: 11. (8) Reactant: [CH3:1][O:2][C:3](=[O:18])[C:4]1[CH:9]=[CH:8][C:7]([NH:10][CH2:11][CH:12]([CH3:14])[CH3:13])=[C:6]([N+:15]([O-])=O)[CH:5]=1. Product: [CH3:1][O:2][C:3](=[O:18])[C:4]1[CH:9]=[CH:8][C:7]([NH:10][CH2:11][CH:12]([CH3:13])[CH3:14])=[C:6]([NH2:15])[CH:5]=1. The catalyst class is: 515. (9) Reactant: [F:1][C:2]1[CH:17]=[CH:16][C:5]2[C:6](=O)[C:7]3[C:8]([CH2:13][CH2:14][C:4]=2[CH:3]=1)=[N:9][CH:10]=[CH:11][CH:12]=3.[CH3:18][Mg]Br.[Cl-].[NH4+]. Product: [F:1][C:2]1[CH:17]=[CH:16][C:5]2[C:6](=[CH2:18])[C:7]3[C:8]([CH2:13][CH2:14][C:4]=2[CH:3]=1)=[N:9][CH:10]=[CH:11][CH:12]=3. The catalyst class is: 7. (10) Reactant: [F:1][C:2]([F:11])([F:10])[CH:3]1[CH2:8][CH2:7][CH:6]([OH:9])[CH2:5][CH2:4]1.C(N(CC)CC)C.[CH3:19][S:20](Cl)(=[O:22])=[O:21]. Product: [CH3:19][S:20]([O:9][CH:6]1[CH2:5][CH2:4][CH:3]([C:2]([F:10])([F:11])[F:1])[CH2:8][CH2:7]1)(=[O:22])=[O:21]. The catalyst class is: 2.